Dataset: Forward reaction prediction with 1.9M reactions from USPTO patents (1976-2016). Task: Predict the product of the given reaction. (1) Given the reactants [NH2:1][C:2]1[CH:9]=[CH:8][C:5]([C:6]#[N:7])=[CH:4][CH:3]=1.[N+:10]([C:13]1[CH:14]=[C:15]([CH:18]=[CH:19][CH:20]=1)[CH:16]=O)([O-:12])=[O:11], predict the reaction product. The product is: [N+:10]([C:13]1[CH:14]=[C:15]([CH:18]=[CH:19][CH:20]=1)[CH:16]=[N:1][C:2]1[CH:9]=[CH:8][C:5]([C:6]#[N:7])=[CH:4][CH:3]=1)([O-:12])=[O:11]. (2) Given the reactants [Br:1][C:2]1[CH:15]=[CH:14][C:5]([CH2:6][N:7]2[CH2:11][C:10](=[O:12])[NH:9][C:8]2=[O:13])=[CH:4][CH:3]=1.Br[CH2:17][CH:18]1[CH2:21][CH2:20][CH2:19]1.C(=O)([O-])[O-].[K+].[K+], predict the reaction product. The product is: [Br:1][C:2]1[CH:15]=[CH:14][C:5]([CH2:6][N:7]2[CH2:11][C:10](=[O:12])[N:9]([CH2:17][CH:18]3[CH2:21][CH2:20][CH2:19]3)[C:8]2=[O:13])=[CH:4][CH:3]=1. (3) Given the reactants [C:1]([C:3]1[CH:8]=[C:7]([CH3:9])[CH:6]=[CH:5][C:4]=1[C:10]1[CH:15]=[C:14]([CH:16]([OH:19])[CH2:17][OH:18])[CH:13]=[C:12]([C:20](O)=[O:21])[CH:11]=1)#[N:2].[CH3:23][C:24]1[N:29]=[CH:28][C:27]([CH2:30][NH2:31])=[CH:26][CH:25]=1.F[P-](F)(F)(F)(F)F.C[N+](C)=C(N(C)C)ON1C2N=CC=CC=2N=N1.C(N(CC)C(C)C)(C)C, predict the reaction product. The product is: [C:1]([C:3]1[CH:8]=[C:7]([CH3:9])[CH:6]=[CH:5][C:4]=1[C:10]1[CH:15]=[C:14]([CH:16]([OH:19])[CH2:17][OH:18])[CH:13]=[C:12]([C:20]([NH:31][CH2:30][C:27]2[CH:28]=[N:29][C:24]([CH3:23])=[CH:25][CH:26]=2)=[O:21])[CH:11]=1)#[N:2]. (4) Given the reactants C([N:4]1[C:8]2=[CH:9][CH:10]=[C:11]3[C:16]([N:15]=[C:14]([CH:17]([CH3:19])[CH3:18])[N:13]([C:20]4[CH:25]=[CH:24][C:23]([Cl:26])=[CH:22][CH:21]=4)[C:12]3=[O:27])=[C:7]2[C:6](=[CH2:28])[CH2:5]1)(=O)C.C(=O)([O-])[O-].[K+].[K+], predict the reaction product. The product is: [Cl:26][C:23]1[CH:22]=[CH:21][C:20]([N:13]2[C:12](=[O:27])[C:11]3[C:16](=[C:7]4[C:6]([CH3:28])=[CH:5][NH:4][C:8]4=[CH:9][CH:10]=3)[N:15]=[C:14]2[CH:17]([CH3:19])[CH3:18])=[CH:25][CH:24]=1. (5) Given the reactants [Cl:1][C:2]1[C:3]([N:8]2[CH2:13][CH2:12][N:11]([CH2:14][C:15]3[CH:16]=[N:17][N:18]([CH3:21])[C:19]=3[CH3:20])[CH2:10][CH2:9]2)=[N:4][CH:5]=[CH:6][N:7]=1.[C:22](=O)([O-])[O-].[K+].[K+].[S:28](=[N:31][CH2:32][CH2:33][C:34]1[CH:39]=[CH:38][C:37](B(O)O)=[CH:36][CH:35]=1)(=[O:30])=[O:29].Cl, predict the reaction product. The product is: [ClH:1].[CH3:21][N:18]1[C:19]([CH3:20])=[C:15]([CH2:14][N:11]2[CH2:12][CH2:13][N:8]([C:3]3[C:2]([C:37]4[CH:38]=[CH:39][C:34]([CH2:33][CH2:32][NH:31][S:28]([CH3:22])(=[O:30])=[O:29])=[CH:35][CH:36]=4)=[N:7][CH:6]=[CH:5][N:4]=3)[CH2:9][CH2:10]2)[CH:16]=[N:17]1. (6) The product is: [CH3:7][C:5]([S:8]([NH:10][CH:11]([C:12]1[CH:13]=[CH:14][C:15]([C:18]2[C:27]([C:28]3[CH:29]=[CH:30][CH:31]=[CH:32][CH:33]=3)=[CH:26][C:25]3[C:24]4=[N:34][N:35]=[CH:36][N:23]4[CH:22]=[CH:21][C:20]=3[N:19]=2)=[CH:16][CH:17]=1)[CH3:1])=[O:9])([CH3:4])[CH3:6]. Given the reactants [CH3:1][Mg]Br.[CH3:4][C:5]([S:8](/[N:10]=[CH:11]/[C:12]1[CH:17]=[CH:16][C:15]([C:18]2[C:27]([C:28]3[CH:33]=[CH:32][CH:31]=[CH:30][CH:29]=3)=[CH:26][C:25]3[C:24]4=[N:34][N:35]=[CH:36][N:23]4[CH:22]=[CH:21][C:20]=3[N:19]=2)=[CH:14][CH:13]=1)=[O:9])([CH3:7])[CH3:6], predict the reaction product.